Binary Classification. Given a T-cell receptor sequence (or CDR3 region) and an epitope sequence, predict whether binding occurs between them. From a dataset of TCR-epitope binding with 47,182 pairs between 192 epitopes and 23,139 TCRs. The TCR CDR3 sequence is CASSLRGGEQFF. Result: 0 (the TCR does not bind to the epitope). The epitope is IPRRNVATL.